Dataset: Full USPTO retrosynthesis dataset with 1.9M reactions from patents (1976-2016). Task: Predict the reactants needed to synthesize the given product. (1) Given the product [Cl:1][CH2:2][CH2:3][C@@H:4]([C:6]1[CH:11]=[CH:10][CH:9]=[CH:8][CH:7]=1)[O:5][C:19]1[CH:18]=[CH:17][N:16]=[C:15]2[CH:14]=[CH:13][S:12][C:20]=12, predict the reactants needed to synthesize it. The reactants are: [Cl:1][CH2:2][CH2:3][C@H:4]([C:6]1[CH:11]=[CH:10][CH:9]=[CH:8][CH:7]=1)[OH:5].[S:12]1[C:20]2[C:15](=[N:16][CH:17]=[CH:18][C:19]=2O)[CH:14]=[CH:13]1.P(CCCC)(CCCC)CCCC. (2) Given the product [CH3:48][O:47][C:44]1[CH:45]=[CH:46][C:41]([CH2:40][N:8]([CH2:7][C:6]2[CH:49]=[CH:50][C:3]([O:2][CH3:1])=[CH:4][CH:5]=2)[C:9]2[N:14]=[CH:13][C:12]([C:15]3[C:16]4[CH2:29][CH2:28][N:27]([C:30]5[CH:38]=[CH:37][C:33]([C:34]([NH:51][CH2:52][CH2:53][C:54]6[CH:55]=[N:56][CH:57]=[CH:58][CH:59]=6)=[O:35])=[CH:32][C:31]=5[F:39])[C:17]=4[N:18]=[C:19]([N:21]4[CH2:26][CH2:25][O:24][CH2:23][CH2:22]4)[N:20]=3)=[CH:11][N:10]=2)=[CH:42][CH:43]=1, predict the reactants needed to synthesize it. The reactants are: [CH3:1][O:2][C:3]1[CH:50]=[CH:49][C:6]([CH2:7][N:8]([CH2:40][C:41]2[CH:46]=[CH:45][C:44]([O:47][CH3:48])=[CH:43][CH:42]=2)[C:9]2[N:14]=[CH:13][C:12]([C:15]3[C:16]4[CH2:29][CH2:28][N:27]([C:30]5[CH:38]=[CH:37][C:33]([C:34](O)=[O:35])=[CH:32][C:31]=5[F:39])[C:17]=4[N:18]=[C:19]([N:21]4[CH2:26][CH2:25][O:24][CH2:23][CH2:22]4)[N:20]=3)=[CH:11][N:10]=2)=[CH:5][CH:4]=1.[NH2:51][CH2:52][CH2:53][C:54]1[CH:55]=[N:56][CH:57]=[CH:58][CH:59]=1. (3) Given the product [CH3:9][O:8][C:6]1[N:5]=[CH:4][N:3]=[C:2]([C:16]2[CH:17]=[C:12]([CH:13]=[CH:14][CH:15]=2)[CH:10]=[O:11])[CH:7]=1, predict the reactants needed to synthesize it. The reactants are: Cl[C:2]1[CH:7]=[C:6]([O:8][CH3:9])[N:5]=[CH:4][N:3]=1.[CH:10]([C:12]1[CH:13]=[C:14](B(O)O)[CH:15]=[CH:16][CH:17]=1)=[O:11]. (4) Given the product [Cl:1][C:2]1[CH:3]=[CH:4][C:5]([CH:8]2[C:9]3[C:27]([CH2:28][CH3:29])=[N:33][N:32]([CH3:31])[C:10]=3[C:11](=[O:25])[N:12]2[C:13]2[CH:14]=[C:15]([O:23][CH3:24])[C:16]3[N:17]([C:19]([CH3:22])=[N:20][N:21]=3)[CH:18]=2)=[CH:6][CH:7]=1, predict the reactants needed to synthesize it. The reactants are: [Cl:1][C:2]1[CH:7]=[CH:6][C:5]([CH:8]2[N:12]([C:13]3[CH:14]=[C:15]([O:23][CH3:24])[C:16]4[N:17]([C:19]([CH3:22])=[N:20][N:21]=4)[CH:18]=3)[C:11](=[O:25])[C:10](=O)[CH:9]2[C:27](=O)[CH2:28][CH3:29])=[CH:4][CH:3]=1.[CH3:31][NH:32][NH2:33].